Predict the product of the given reaction. From a dataset of Forward reaction prediction with 1.9M reactions from USPTO patents (1976-2016). (1) Given the reactants [NH2:1][C:2]([CH3:16])([CH3:15])[CH2:3][CH2:4][N:5]1[C:9]2[CH:10]=[CH:11][CH:12]=[CH:13][C:8]=2[NH:7][C:6]1=[O:14].C(N(CC)CC)C.[C:24](O[C:24]([O:26][C:27]([CH3:30])([CH3:29])[CH3:28])=[O:25])([O:26][C:27]([CH3:30])([CH3:29])[CH3:28])=[O:25], predict the reaction product. The product is: [C:27]([O:26][C:24](=[O:25])[NH:1][C:2]([CH3:16])([CH3:15])[CH2:3][CH2:4][N:5]1[C:9]2[CH:10]=[CH:11][CH:12]=[CH:13][C:8]=2[NH:7][C:6]1=[O:14])([CH3:30])([CH3:29])[CH3:28]. (2) Given the reactants Cl[C:2]1N=C2C(N=CN2C2CC(N3C=C(CC)N=N3)C(O)C2O)=C(NCC(C2C=CC=CC=2)C2C=CC=CC=2)[N:3]=1.FC(F)(F)C(O)=O.[C:47]1([CH:53]([C:88]2[CH:93]=[CH:92][CH:91]=[CH:90][CH:89]=2)[CH2:54][NH:55][C:56]2[N:64]=[C:63](NCCN3CCCCC3)[N:62]=[C:61]3[C:57]=2[N:58]=[CH:59][N:60]3[C@@H:74]2[CH2:78][C@H:77]([N:79]3C=[C:82]([CH2:84]O)[CH:81]=[N:80]3)[C@@H:76]([OH:86])[C@H:75]2[OH:87])[CH:52]=[CH:51][CH:50]=[CH:49][CH:48]=1.[C:94]([O:98][C:99](=[O:106])[NH:100][C@@H:101]1[CH2:105][CH2:104][NH:103][CH2:102]1)([CH3:97])([CH3:96])[CH3:95], predict the reaction product. The product is: [C:94]([O:98][C:99](=[O:106])[NH:100][C@@H:101]1[CH2:105][CH2:104][N:103]([C:63]2[N:62]=[C:61]3[C:57]([N:58]=[CH:59][N:60]3[C@@H:74]3[CH2:78][C@H:77]([N:79]4[N:80]=[C:81]([CH2:82][CH3:84])[CH:2]=[N:3]4)[C@@H:76]([OH:86])[C@H:75]3[OH:87])=[C:56]([NH:55][CH2:54][CH:53]([C:47]3[CH:48]=[CH:49][CH:50]=[CH:51][CH:52]=3)[C:88]3[CH:89]=[CH:90][CH:91]=[CH:92][CH:93]=3)[N:64]=2)[CH2:102]1)([CH3:97])([CH3:95])[CH3:96].